This data is from Rat liver microsome stability data. The task is: Regression/Classification. Given a drug SMILES string, predict its absorption, distribution, metabolism, or excretion properties. Task type varies by dataset: regression for continuous measurements (e.g., permeability, clearance, half-life) or binary classification for categorical outcomes (e.g., BBB penetration, CYP inhibition). Dataset: rlm. (1) The compound is c1ccc(-c2ccc(CNc3nc(-c4ccccn4)nnc3-c3ccccc3)cc2)cc1. The result is 1 (stable in rat liver microsomes). (2) The drug is C#CCOc1ccc(-c2nnc(Nc3ccc(NC(C)=O)cc3)c3ccccc23)cc1. The result is 0 (unstable in rat liver microsomes). (3) The drug is C=C(C#N)C(O)c1ccc(-c2cccc3nc(NC(=O)C4CC4)nn23)cc1. The result is 0 (unstable in rat liver microsomes). (4) The compound is NC(=O)c1cccc([C@H]2C[C@H]3CC[C@@H](C2)N3CCN(CC2CCC2)C(=O)CO)c1. The result is 0 (unstable in rat liver microsomes). (5) The drug is Cc1ccc(NC(=O)c2ccncc2NS(=O)(=O)c2ccc(C)cc2)cc1. The result is 1 (stable in rat liver microsomes). (6) The compound is CC(=O)c1c(C)[nH]c(C(=O)Nc2cccc(S(=O)(=O)N3CCCCC3)c2)c1C. The result is 1 (stable in rat liver microsomes). (7) The compound is CC1(C#N)CCN(c2c(C(=O)N3CCC(C(=O)C4CC4)CC3)cnc3ccc(F)cc23)CC1. The result is 1 (stable in rat liver microsomes). (8) The drug is O=C1Nc2ccc(I)cc2C1=Cc1cc(Br)c(O)c(Br)c1. The result is 0 (unstable in rat liver microsomes). (9) The compound is CCn1ccc2c(N3CCOCC3)nc(-c3ccc(NC(=O)Nc4ccc(C(=O)N5CCN(C)CC5)cc4)cc3)nc21. The result is 1 (stable in rat liver microsomes).